From a dataset of Forward reaction prediction with 1.9M reactions from USPTO patents (1976-2016). Predict the product of the given reaction. (1) Given the reactants [CH3:1][O:2][C:3]1[CH:4]=[C:5]2[C:10](=[CH:11][C:12]=1[O:13][CH2:14][CH2:15][O:16][CH3:17])[NH:9][CH:8]=[CH:7][C:6]2=O.O=P(Cl)(Cl)[Cl:21], predict the reaction product. The product is: [Cl:21][C:6]1[C:5]2[C:10](=[CH:11][C:12]([O:13][CH2:14][CH2:15][O:16][CH3:17])=[C:3]([O:2][CH3:1])[CH:4]=2)[N:9]=[CH:8][CH:7]=1. (2) Given the reactants [CH3:1][O:2][C:3]([C:5]1[CH:6]=[CH:7][C:8]([C:11]([OH:13])=O)=[N:9][CH:10]=1)=[O:4].[CH3:14][N:15](C(ON1N=NC2C=CC=NC1=2)=[N+](C)C)C.F[P-](F)(F)(F)(F)F.CCN(C(C)C)C(C)C.CN, predict the reaction product. The product is: [CH3:14][NH:15][C:11]([C:8]1[CH:7]=[CH:6][C:5]([C:3]([O:2][CH3:1])=[O:4])=[CH:10][N:9]=1)=[O:13]. (3) The product is: [OH:1][CH2:2][C:3]([C:4]1[O:6][N:63]=[C:62]([NH:61][C:56]2[CH:57]=[CH:58][C:59]([CH3:60])=[C:54]([C:45]3[C:44](=[O:66])[N:43]([CH3:42])[C:52]4[C:47]([CH:46]=3)=[CH:48][N:49]=[C:50]([CH3:53])[CH:51]=4)[CH:55]=2)[N:65]=1)([CH3:8])[CH3:7]. Given the reactants [OH:1][CH2:2][C:3]([CH3:8])([CH3:7])[C:4]([OH:6])=O.CCN(C(C)C)C(C)C.CN(C(ON1N=NC2C=CC=NC1=2)=[N+](C)C)C.F[P-](F)(F)(F)(F)F.[CH3:42][N:43]1[C:52]2[C:47](=[CH:48][N:49]=[C:50]([CH3:53])[CH:51]=2)[CH:46]=[C:45]([C:54]2[CH:55]=[C:56]([NH:61]/[C:62](/[NH2:65])=[N:63]/O)[CH:57]=[CH:58][C:59]=2[CH3:60])[C:44]1=[O:66], predict the reaction product. (4) Given the reactants [O:1]1[CH:5]=[CH:4][C:3]([C:6]2[S:10][C:9]([NH2:11])=[N:8][C:7]=2[C:12]2[CH:17]=[CH:16][CH:15]=[CH:14][CH:13]=2)=[CH:2]1.[CH:18]1([C:21](Cl)=[O:22])[CH2:20][CH2:19]1, predict the reaction product. The product is: [O:1]1[CH:5]=[CH:4][C:3]([C:6]2[S:10][C:9]([NH:11][C:21]([CH:18]3[CH2:20][CH2:19]3)=[O:22])=[N:8][C:7]=2[C:12]2[CH:17]=[CH:16][CH:15]=[CH:14][CH:13]=2)=[CH:2]1. (5) Given the reactants [CH3:1][C:2]([C:4]1[CH:9]=[C:8]([F:10])[CH:7]=[C:6]([F:11])[CH:5]=1)=[O:3].[Se](=O)=[O:13], predict the reaction product. The product is: [F:11][C:6]1[CH:5]=[C:4]([C:2](=[O:3])[CH:1]=[O:13])[CH:9]=[C:8]([F:10])[CH:7]=1. (6) Given the reactants [F:1][C:2]1[C:7]([O:8][CH3:9])=[CH:6][C:5]([O:10][CH3:11])=[C:4]([F:12])[C:3]=1[N:13]1[CH2:22][C:21]2[C:16](=[N:17][C:18]([S:23][CH3:24])=[N:19][CH:20]=2)[N:15]([CH2:25][CH3:26])[C:14]1=[O:27].C1(C2[O:36]N2S(C2C=CC=CC=2)(=O)=O)C=CC=CC=1, predict the reaction product. The product is: [F:12][C:4]1[C:5]([O:10][CH3:11])=[CH:6][C:7]([O:8][CH3:9])=[C:2]([F:1])[C:3]=1[N:13]1[CH2:22][C:21]2[C:16](=[N:17][C:18]([S:23]([CH3:24])=[O:36])=[N:19][CH:20]=2)[N:15]([CH2:25][CH3:26])[C:14]1=[O:27]. (7) Given the reactants FC(F)(F)S(O[C:7]1[C:8]2[S:22](=[O:24])(=[O:23])[CH2:21][CH2:20][C:9]=2[N:10]=[C:11]([C:13]2[CH:18]=[CH:17][CH:16]=[C:15]([Cl:19])[CH:14]=2)[N:12]=1)(=O)=O.[NH2:27][C:28]1[CH:33]=[CH:32][C:31]([CH2:34][C:35]([NH2:37])=[O:36])=[CH:30][CH:29]=1, predict the reaction product. The product is: [Cl:19][C:15]1[CH:14]=[C:13]([C:11]2[N:12]=[C:7]([NH:27][C:28]3[CH:29]=[CH:30][C:31]([CH2:34][C:35]([NH2:37])=[O:36])=[CH:32][CH:33]=3)[C:8]3[S:22](=[O:24])(=[O:23])[CH2:21][CH2:20][C:9]=3[N:10]=2)[CH:18]=[CH:17][CH:16]=1. (8) Given the reactants [NH2:1][CH:2]1[C:8](=[O:9])[N:7]([CH3:10])[C:6]2[CH:11]=[CH:12][CH:13]=[CH:14][C:5]=2[C:4]2[CH:15]=[CH:16][CH:17]=[CH:18][C:3]1=2.[CH3:19][CH:20]([C:24]([NH:26][CH2:27][C:28]1[CH:33]=[C:32]([O:34][CH3:35])[CH:31]=[C:30]([O:36][CH3:37])[CH:29]=1)=[O:25])[C:21](O)=[O:22], predict the reaction product. The product is: [CH3:37][O:36][C:30]1[CH:29]=[C:28]([CH:33]=[C:32]([O:34][CH3:35])[CH:31]=1)[CH2:27][NH:26][C:24](=[O:25])[CH:20]([CH3:19])[C:21]([NH:1][CH:2]1[C:8](=[O:9])[N:7]([CH3:10])[C:6]2[CH:11]=[CH:12][CH:13]=[CH:14][C:5]=2[C:4]2[CH:15]=[CH:16][CH:17]=[CH:18][C:3]1=2)=[O:22].